Dataset: Reaction yield outcomes from USPTO patents with 853,638 reactions. Task: Predict the reaction yield, written as a fraction of the theoretical maximum amount of product (1.0 means a 100% yield; for example, 0.34 means a 34% yield). The reactants are [CH2:1]([O:3][P:4]([CH2:9][C:10]1[CH:15]=[CH:14][C:13]([NH:16][C:17]2[N:22]=[C:21]([NH:23][C:24]3[CH:25]=[CH:26][C:27]([C@@H:35]4[CH2:40][CH2:39][C@H:38]([C:41]([O:43]CC)=[O:42])[CH2:37][CH2:36]4)=[C:28]4[C:32]=3[C:31](=[O:33])[N:30]([CH3:34])[CH2:29]4)[C:20]([C:46]([F:49])([F:48])[F:47])=[CH:19][N:18]=2)=[C:12]([O:50][CH2:51][CH3:52])[CH:11]=1)([O:6][CH2:7][CH3:8])=[O:5])[CH3:2].C1COCC1.CO.O.[OH-].[Li+].O. No catalyst specified. The product is [CH2:7]([O:6][P:4]([CH2:9][C:10]1[CH:15]=[CH:14][C:13]([NH:16][C:17]2[N:22]=[C:21]([NH:23][C:24]3[CH:25]=[CH:26][C:27]([C@@H:35]4[CH2:40][CH2:39][C@H:38]([C:41]([OH:43])=[O:42])[CH2:37][CH2:36]4)=[C:28]4[C:32]=3[C:31](=[O:33])[N:30]([CH3:34])[CH2:29]4)[C:20]([C:46]([F:47])([F:49])[F:48])=[CH:19][N:18]=2)=[C:12]([O:50][CH2:51][CH3:52])[CH:11]=1)([O:3][CH2:1][CH3:2])=[O:5])[CH3:8]. The yield is 0.990.